Dataset: Full USPTO retrosynthesis dataset with 1.9M reactions from patents (1976-2016). Task: Predict the reactants needed to synthesize the given product. Given the product [F:1][C:2]1[CH:27]=[CH:26][CH:25]=[C:24]([F:28])[C:3]=1[CH2:4][O:5][C:6]1[C:7]2[N:8]([C:13]([C:19]([OH:21])=[O:20])=[C:14]([CH2:16][CH2:17][CH3:18])[N:15]=2)[CH:9]=[C:10]([CH3:12])[CH:11]=1, predict the reactants needed to synthesize it. The reactants are: [F:1][C:2]1[CH:27]=[CH:26][CH:25]=[C:24]([F:28])[C:3]=1[CH2:4][O:5][C:6]1[C:7]2[N:8]([C:13]([C:19]([O:21]CC)=[O:20])=[C:14]([CH2:16][CH2:17][CH3:18])[N:15]=2)[CH:9]=[C:10]([CH3:12])[CH:11]=1.O.O.[OH-].[Li+].Cl.